Dataset: Full USPTO retrosynthesis dataset with 1.9M reactions from patents (1976-2016). Task: Predict the reactants needed to synthesize the given product. (1) Given the product [C:1]([NH:5][C:6]1[C:7]([CH:13]=[O:14])=[CH:8][N:9]=[C:10]([Cl:12])[CH:11]=1)([CH3:4])([CH3:2])[CH3:3], predict the reactants needed to synthesize it. The reactants are: [C:1]([NH:5][C:6]1[CH:11]=[C:10]([Cl:12])[N:9]=[CH:8][C:7]=1[CH2:13][OH:14])([CH3:4])([CH3:3])[CH3:2]. (2) Given the product [NH2:1][C:2]1[CH:11]=[CH:10][CH:9]=[C:8]2[C:3]=1[C:4](=[O:12])[N:5]([CH2:14][CH2:15][F:16])[CH:6]=[N:7]2, predict the reactants needed to synthesize it. The reactants are: [NH2:1][C:2]1[CH:11]=[CH:10][CH:9]=[C:8]2[C:3]=1[C:4](=[O:12])[NH:5][CH:6]=[N:7]2.Br[CH2:14][CH2:15][F:16].[H-].[Na+].